Regression. Given two drug SMILES strings and cell line genomic features, predict the synergy score measuring deviation from expected non-interaction effect. From a dataset of NCI-60 drug combinations with 297,098 pairs across 59 cell lines. Drug 1: CC1=C2C(C(=O)C3(C(CC4C(C3C(C(C2(C)C)(CC1OC(=O)C(C(C5=CC=CC=C5)NC(=O)C6=CC=CC=C6)O)O)OC(=O)C7=CC=CC=C7)(CO4)OC(=O)C)O)C)OC(=O)C. Drug 2: C1=NC(=NC(=O)N1C2C(C(C(O2)CO)O)O)N. Cell line: SF-268. Synergy scores: CSS=23.7, Synergy_ZIP=-7.29, Synergy_Bliss=2.11, Synergy_Loewe=-1.75, Synergy_HSA=0.328.